Task: Predict the reaction yield, written as a fraction of the theoretical maximum amount of product (1.0 means a 100% yield; for example, 0.34 means a 34% yield).. Dataset: Reaction yield outcomes from USPTO patents with 853,638 reactions (1) The reactants are Br[C:2]1[N:7]=[N:6][C:5]([NH2:8])=[N:4][C:3]=1[C:9]1[CH:14]=[CH:13][CH:12]=[CH:11][CH:10]=1.[CH3:15][CH:16]1[O:21][CH:20]([CH3:22])[CH2:19][NH:18][CH2:17]1. No catalyst specified. The product is [CH3:22][CH:20]1[O:21][CH:16]([CH3:15])[CH2:17][N:18]([C:2]2[N:7]=[N:6][C:5]([NH2:8])=[N:4][C:3]=2[C:9]2[CH:14]=[CH:13][CH:12]=[CH:11][CH:10]=2)[CH2:19]1. The yield is 0.100. (2) The reactants are [Br:1][C:2]1[CH:3]=[C:4]([CH:7]=[O:8])[S:5][CH:6]=1.[CH2:9]([OH:11])[CH3:10].[Cl-].[NH4+].C([O-])([O-])O[CH2:16][CH3:17]. No catalyst specified. The product is [Br:1][C:2]1[CH:3]=[C:4]([CH:7]([O:11][CH2:9][CH3:10])[O:8][CH2:16][CH3:17])[S:5][CH:6]=1. The yield is 0.810. (3) The reactants are Br[C:2]1[CH:7]=[CH:6][CH:5]=[CH:4][C:3]=1[CH2:8][CH2:9][C:10]([CH3:13])([OH:12])[CH3:11].CC(C)([O-])C.[Na+]. The catalyst is C1C=CC(/C=C/C(/C=C/C2C=CC=CC=2)=O)=CC=1.C1C=CC(/C=C/C(/C=C/C2C=CC=CC=2)=O)=CC=1.[Pd].C1(C)C=CC=CC=1. The product is [CH3:11][C:10]1([CH3:13])[CH2:9][CH2:8][C:3]2[C:4](=[CH:5][CH:6]=[CH:7][CH:2]=2)[O:12]1. The yield is 0.930.